From a dataset of Catalyst prediction with 721,799 reactions and 888 catalyst types from USPTO. Predict which catalyst facilitates the given reaction. (1) Reactant: [F:1][C:2]1[CH:7]=[CH:6][C:5]([C:8](=[O:21])[CH2:9][CH2:10][N:11]2[CH2:16][CH2:15][CH:14]([S:17]([CH3:20])(=[O:19])=[O:18])[CH2:13][CH2:12]2)=[C:4]([NH:22][C:23]2[CH:28]=[CH:27][CH:26]=[CH:25][CH:24]=2)[CH:3]=1.C[Si]([N-][Si](C)(C)C)(C)C.[Na+].[CH3:39][O:40][C:41](=[O:45])[C:42](Cl)=O. Product: [CH3:39][O:40][C:41]([C:42]1[N:22]([C:23]2[CH:24]=[CH:25][CH:26]=[CH:27][CH:28]=2)[C:4]2[C:5]([C:8](=[O:21])[C:9]=1[CH2:10][N:11]1[CH2:16][CH2:15][CH:14]([S:17]([CH3:20])(=[O:18])=[O:19])[CH2:13][CH2:12]1)=[CH:6][CH:7]=[C:2]([F:1])[CH:3]=2)=[O:45]. The catalyst class is: 1. (2) The catalyst class is: 1. Product: [Cl:22][C:23]1[N:28]=[CH:27][C:26]2[C:29](=[C:5]3[C:4]4[C:8](=[CH:9][CH:10]=[C:2]([F:1])[CH:3]=4)[NH:7][C:6]3=[O:11])[O:30][CH:31]([CH2:32][CH3:33])[C:25]=2[CH:24]=1. Reactant: [F:1][C:2]1[CH:3]=[C:4]2[C:8](=[CH:9][CH:10]=1)[NH:7][C:6](=[O:11])[CH2:5]2.C[Si]([N-][Si](C)(C)C)(C)C.[Li+].[Cl:22][C:23]1[N:28]=[CH:27][C:26]2[C:29](=O)[O:30][CH:31]([CH2:32][CH3:33])[C:25]=2[CH:24]=1.Cl. (3) Reactant: B(OC)(OC)OC.[F:8][C:9]1[C:17]([I:18])=[C:16]([CH3:19])[CH:15]=[CH:14][C:10]=1[C:11](O)=[O:12].CSC.B.CO. Product: [F:8][C:9]1[C:17]([I:18])=[C:16]([CH3:19])[CH:15]=[CH:14][C:10]=1[CH2:11][OH:12]. The catalyst class is: 7.